From a dataset of Reaction yield outcomes from USPTO patents with 853,638 reactions. Predict the reaction yield, written as a fraction of the theoretical maximum amount of product (1.0 means a 100% yield; for example, 0.34 means a 34% yield). (1) The reactants are [CH:1]1([C:5](=O)[CH2:6][C:7]#[N:8])[CH2:4][CH2:3][CH2:2]1.[NH2:10][NH2:11]. The catalyst is CCO. The product is [CH:1]1([C:5]2[NH:11][N:10]=[C:7]([NH2:8])[CH:6]=2)[CH2:4][CH2:3][CH2:2]1. The yield is 0.910. (2) The reactants are [C:1]([O:5][C:6](=[O:20])[NH:7][C:8]1[CH:13]=[CH:12][C:11]([CH2:14][CH2:15][CH3:16])=[C:10]([N+:17]([O-:19])=[O:18])[CH:9]=1)([CH3:4])([CH3:3])[CH3:2].[CH3:21]I. The product is [C:1]([O:5][C:6](=[O:20])[N:7]([CH3:21])[C:8]1[CH:13]=[CH:12][C:11]([CH2:14][CH2:15][CH3:16])=[C:10]([N+:17]([O-:19])=[O:18])[CH:9]=1)([CH3:2])([CH3:3])[CH3:4]. The catalyst is CN(C=O)C. The yield is 0.520.